This data is from Full USPTO retrosynthesis dataset with 1.9M reactions from patents (1976-2016). The task is: Predict the reactants needed to synthesize the given product. (1) Given the product [Si:18]([O:15][CH2:14][C@@H:13]([NH:12][C:11]([C:9]1[N:10]=[C:6]([N:4]2[CH2:5][CH:2]([OH:1])[CH2:3]2)[S:7][CH:8]=1)=[O:17])[CH3:16])([C:21]([CH3:24])([CH3:23])[CH3:22])([CH3:20])[CH3:19], predict the reactants needed to synthesize it. The reactants are: [OH:1][CH:2]1[CH2:5][N:4]([C:6]2[S:7][CH:8]=[C:9]([C:11](=[O:17])[NH:12][C@@H:13]([CH3:16])[CH2:14][OH:15])[N:10]=2)[CH2:3]1.[Si:18](Cl)([C:21]([CH3:24])([CH3:23])[CH3:22])([CH3:20])[CH3:19].N1C=CN=C1. (2) Given the product [NH2:1][C:2]1[C:11]2[N:12]=[C:13]([CH2:24][O:25][CH2:26][CH3:27])[N:14]([CH2:15][C:16]([NH:19][S:20]([CH3:23])(=[O:22])=[O:21])([CH3:17])[CH3:18])[C:10]=2[C:9]2[CH:8]=[CH:7][C:6]([O:28][CH2:29][CH2:30][CH2:31][CH2:32][CH2:33][CH2:34][NH:35][S:44]([CH3:43])(=[O:46])=[O:45])=[CH:5][C:4]=2[N:3]=1, predict the reactants needed to synthesize it. The reactants are: [NH2:1][C:2]1[C:11]2[N:12]=[C:13]([CH2:24][O:25][CH2:26][CH3:27])[N:14]([CH2:15][C:16]([NH:19][S:20]([CH3:23])(=[O:22])=[O:21])([CH3:18])[CH3:17])[C:10]=2[C:9]2[CH:8]=[CH:7][C:6]([O:28][CH2:29][CH2:30][CH2:31][CH2:32][CH2:33][CH2:34][NH2:35])=[CH:5][C:4]=2[N:3]=1.C(N(CC)CC)C.[CH3:43][S:44](O[S:44]([CH3:43])(=[O:46])=[O:45])(=[O:46])=[O:45]. (3) Given the product [N+:8]([C:5]1[CH:6]=[CH:7][C:2]([O:15][CH2:14][CH2:13][C:12]([F:17])([F:16])[F:11])=[N:3][CH:4]=1)([O-:10])=[O:9], predict the reactants needed to synthesize it. The reactants are: Cl[C:2]1[CH:7]=[CH:6][C:5]([N+:8]([O-:10])=[O:9])=[CH:4][N:3]=1.[F:11][C:12]([F:17])([F:16])[CH2:13][CH2:14][OH:15].[H-].[Na+]. (4) The reactants are: [C:1]([NH:24][C@@H:25]([CH2:30][CH2:31][CH2:32][CH2:33][NH:34][C:35](=[O:55])[CH2:36][CH2:37][CH2:38]/[CH:39]=[CH:40]\[CH2:41]/[CH:42]=[CH:43]\[CH2:44]/[CH:45]=[CH:46]\[CH2:47]/[CH:48]=[CH:49]\[CH2:50]/[CH:51]=[CH:52]\[CH2:53][CH3:54])[C:26]([O:28]C)=[O:27])(=[O:23])[CH2:2][CH2:3]/[CH:4]=[CH:5]\[CH2:6]/[CH:7]=[CH:8]\[CH2:9]/[CH:10]=[CH:11]\[CH2:12]/[CH:13]=[CH:14]\[CH2:15]/[CH:16]=[CH:17]\[CH2:18]/[CH:19]=[CH:20]\[CH2:21][CH3:22].[OH-].[Na+].Cl. Given the product [C:1]([NH:24][C@@H:25]([CH2:30][CH2:31][CH2:32][CH2:33][NH:34][C:35](=[O:55])[CH2:36][CH2:37][CH2:38]/[CH:39]=[CH:40]\[CH2:41]/[CH:42]=[CH:43]\[CH2:44]/[CH:45]=[CH:46]\[CH2:47]/[CH:48]=[CH:49]\[CH2:50]/[CH:51]=[CH:52]\[CH2:53][CH3:54])[C:26]([OH:28])=[O:27])(=[O:23])[CH2:2][CH2:3]/[CH:4]=[CH:5]\[CH2:6]/[CH:7]=[CH:8]\[CH2:9]/[CH:10]=[CH:11]\[CH2:12]/[CH:13]=[CH:14]\[CH2:15]/[CH:16]=[CH:17]\[CH2:18]/[CH:19]=[CH:20]\[CH2:21][CH3:22], predict the reactants needed to synthesize it. (5) The reactants are: C[O:2][C:3]1[CH:8]=[CH:7][C:6]([C:9]2[CH:18]=[C:17]3[C:12]([CH:13]=[CH:14][CH:15]=[N:16]3)=[CH:11][N:10]=2)=[CH:5][CH:4]=1.C1(S)C=CC=CC=1.C(=O)([O-])[O-].[K+].[K+]. Given the product [N:16]1[C:17]2[C:12](=[CH:11][N:10]=[C:9]([C:6]3[CH:7]=[CH:8][C:3]([OH:2])=[CH:4][CH:5]=3)[CH:18]=2)[CH:13]=[CH:14][CH:15]=1, predict the reactants needed to synthesize it. (6) Given the product [CH2:1]([O:8][C:9]1[CH:10]=[CH:11][C:12]([F:22])=[C:13]2[C:17]=1[N:16]([C:24]1[CH:29]=[CH:28][CH:27]=[CH:26][C:25]=1[NH2:30])[CH2:15][C:14]2([CH2:20][CH3:21])[CH2:18][CH3:19])[C:2]1[CH:3]=[CH:4][CH:5]=[CH:6][CH:7]=1, predict the reactants needed to synthesize it. The reactants are: [CH2:1]([O:8][C:9]1[CH:10]=[CH:11][C:12]([F:22])=[C:13]2[C:17]=1[NH:16][CH2:15][C:14]2([CH2:20][CH3:21])[CH2:18][CH3:19])[C:2]1[CH:7]=[CH:6][CH:5]=[CH:4][CH:3]=1.Br[C:24]1[CH:29]=[CH:28][CH:27]=[CH:26][C:25]=1[N+:30]([O-])=O.C1C=CC(P(C2C(C3C(P(C4C=CC=CC=4)C4C=CC=CC=4)=CC=C4C=3C=CC=C4)=C3C(C=CC=C3)=CC=2)C2C=CC=CC=2)=CC=1.P([O-])([O-])([O-])=O.[K+].[K+].[K+].[Cl-].[NH4+]. (7) The reactants are: [NH2:1][C:2]1[CH:3]=[C:4]([N:9]([CH3:25])[C:10]2[N:15]=[C:14]3[S:16][C:17]([NH:19][C:20]([CH:22]4[CH2:24][CH2:23]4)=[O:21])=[N:18][C:13]3=[CH:12][CH:11]=2)[CH:5]=[CH:6][C:7]=1[F:8].[N:26]([C:29]1[CH:34]=[CH:33][C:32]([O:35][C:36]([F:39])([F:38])[F:37])=[CH:31][CH:30]=1)=[C:27]=[O:28].N1C=CC=CC=1. Given the product [F:8][C:7]1[CH:6]=[CH:5][C:4]([N:9]([CH3:25])[C:10]2[N:15]=[C:14]3[S:16][C:17]([NH:19][C:20]([CH:22]4[CH2:23][CH2:24]4)=[O:21])=[N:18][C:13]3=[CH:12][CH:11]=2)=[CH:3][C:2]=1[NH:1][C:27](=[O:28])[NH:26][C:29]1[CH:34]=[CH:33][C:32]([O:35][C:36]([F:37])([F:39])[F:38])=[CH:31][CH:30]=1, predict the reactants needed to synthesize it.